The task is: Predict the reactants needed to synthesize the given product.. This data is from Full USPTO retrosynthesis dataset with 1.9M reactions from patents (1976-2016). (1) Given the product [CH2:16]([O:15][C:8]1[CH:7]=[CH:6][C:5]([S:2]([CH3:1])(=[O:4])=[O:3])=[CH:14][C:9]=1[C:10]([OH:12])=[O:11])[C:17]1[CH:22]=[CH:21][CH:20]=[CH:19][CH:18]=1, predict the reactants needed to synthesize it. The reactants are: [CH3:1][S:2]([C:5]1[CH:14]=[C:9]([C:10]([O:12]C)=[O:11])[C:8]([OH:15])=[CH:7][CH:6]=1)(=[O:4])=[O:3].[CH2:16](O)[C:17]1[CH:22]=[CH:21][CH:20]=[CH:19][CH:18]=1. (2) Given the product [Cl:9][C:3]1[CH:4]=[C:5]([NH2:6])[CH:7]=[CH:8][C:2]=1[C:12]1[CH:13]=[CH:14][CH:15]=[CH:16][C:11]=1[Cl:10], predict the reactants needed to synthesize it. The reactants are: Br[C:2]1[CH:8]=[CH:7][C:5]([NH2:6])=[CH:4][C:3]=1[Cl:9].[Cl:10][C:11]1[CH:16]=[CH:15][CH:14]=[CH:13][C:12]=1B(O)O.C1(C)C=CC=CC=1.C(=O)([O-])[O-].[Na+].[Na+]. (3) Given the product [F:32][C:33]1[C:38]([F:39])=[C:37]([C:40]2[CH:45]=[CH:44][C:43]([F:46])=[CH:42][N:41]=2)[CH:36]=[CH:35][C:34]=1[O:47][CH2:49][C@@H:50]1[C@@H:55]([NH:56][C:57](=[O:63])[O:58][C:59]([CH3:62])([CH3:61])[CH3:60])[CH2:54][CH2:53][O:52][CH2:51]1, predict the reactants needed to synthesize it. The reactants are: P(CCCC)(CCCC)CCCC.C1CCN(C(N=NC(N2CCCCC2)=O)=O)CC1.[F:32][C:33]1[C:38]([F:39])=[C:37]([C:40]2[CH:45]=[CH:44][C:43]([F:46])=[CH:42][N:41]=2)[CH:36]=[CH:35][C:34]=1[OH:47].O[CH2:49][C@@H:50]1[C@@H:55]([NH:56][C:57](=[O:63])[O:58][C:59]([CH3:62])([CH3:61])[CH3:60])[CH2:54][CH2:53][O:52][CH2:51]1.[OH-].[Na+].